This data is from CYP3A4 inhibition data for predicting drug metabolism from PubChem BioAssay. The task is: Regression/Classification. Given a drug SMILES string, predict its absorption, distribution, metabolism, or excretion properties. Task type varies by dataset: regression for continuous measurements (e.g., permeability, clearance, half-life) or binary classification for categorical outcomes (e.g., BBB penetration, CYP inhibition). Dataset: cyp3a4_veith. (1) The compound is CCc1ccccc1NC(=O)NC1CC2CCC(C1)N2Cc1cccs1. The result is 0 (non-inhibitor). (2) The compound is Cc1ccn2c(CCc3nnc4cc(C)ccn34)nnc2c1. The result is 0 (non-inhibitor). (3) The molecule is Cn1sc(NC(=O)c2ccccc2)nc1=O. The result is 0 (non-inhibitor). (4) The compound is CCN(CC(=O)Nc1ccc(N2CCOCC2)cc1)Cc1nc2ccccc2c(=O)[nH]1. The result is 0 (non-inhibitor). (5) The molecule is COCCn1c(=O)c(-c2cccs2)nc2cnc(N3CCNCC3)nc21. The result is 1 (inhibitor). (6) The drug is Cc1c(C(=O)O)nc(/C=C\C(=O)O)[nH]c1=O. The result is 0 (non-inhibitor).